This data is from Antibody developability classification from SAbDab with 2,409 antibodies. The task is: Regression/Classification. Given an antibody's heavy chain and light chain sequences, predict its developability. TAP uses regression for 5 developability metrics; SAbDab uses binary classification. (1) The antibody is ['EVKLQESGGDLVQPGGSLKLSCAASGFTFSSYTMSWVRQTPEKRLEWVASINNGGGRTYYPDTVKGRFTISRDNAKNTLYLQMSSLKSEDTAMYYCVRHEYYYAMDYWGQGTTVTVSS', 'DIELTQTPVSLSASVGETVTITCRASENIYSYLAWYQQKQGKSPQFLVYNAKTLGEGVPSRFSGSGSGTQFSLKINSLLPEDFGSYYCQHHYGTPPLTFGGGTKLEIK']. Result: 0 (not developable). (2) Result: 0 (not developable). The antibody is ['EVQLVQSGGGVVQPGRSLRLSCSSSGFIFSSYAMYWVRQAPGKGLEWVAIIWDDGSDQHYADSVKGRFTISRNDSKNTLFLQMDSLRPEDTGVYFCARDGGHGFCSSASCFGPDYWGQGTPVTVSS', 'QSVLTQPPSASGTPGQRVTISCSGTSSNIGSSTVNWYQQLPGMAPKLLIYRDAMRPSGVPDRFSGSKSGASASLAIGGLQSEDETDYYCAAWDVSLNAYVFGTGTKVTVL']. (3) The antibody is ['EVQLKESGPGLVQPSQSLSITCTVSGFSLTTYGVHWVRQSPGKGLEWLGVIWSGGSTDYNAAFISRLSISKDNSKSHVFFKMNSLQANDTAIYYCARMRITTDWFAYWGQGTLVTVSA', 'DILMNQTPLSLPVSLGDQASISCRSSQYIVHRNGNTYLEWYLQKPGQSPKLLIYKVSNRFSGVPDRFSGSGSGTDFTLKISRVEAEDLGVYYCFQGSHVPYTFGGGTKLELK']. Result: 0 (not developable). (4) The antibody is ['EVQLVESGGGLVQPGGSLRLSCAASGFTFSNYGIHWVRQAPGKGLEWVGWITPDGGYTDYADSVKGRFTISADTSKNTAYLQMNSLRAEDTAVYYCARAGTLFAYWGQGTLVTVSS', 'DIQMTQSPSSLSASVGDRVTITCRASQDVSTAVAWYQQKPGKAPKLLIYSASFLYSGVPSRFSGSGSGTDFTLTISSLQPEDFATYYCQQYYTTATTFGQGTKVEIK']. Result: 1 (developable). (5) The antibody is ['EVQLVESGGGLVQPGGSLRLSCATSGYTFTEYTMHWMRQAPGKGLEWVAGINPKNGGTSYADSVKGRFTISVDKSKNTLYLQMNSLRAEDTAVYYCARWRGLNYGFDVRYFDVWGQGTLVTVSS', 'DIQMTQSPSSLSASVGDRVTITCRASQDINNYLNWYQQKPGKAPKLLIYYTSTLESGVPSRFSGSGSGTDYTLTISSLQPEDFATYYCQQGNTLPPTFGAGTKVEIK']. Result: 0 (not developable). (6) The antibody is ['4yx2', 'DIVLTQSPAILSVSPGERVSFSCRASQNIGTSIHWYQQRTNESPRLIIKYASESISGIPSRFSGSGSGTDFTLSINSVESEDIADYYCQQSNTWPYTFGGGTKLELK']. Result: 0 (not developable). (7) Result: 0 (not developable). The antibody is ['EVQLVESGGGLVQPGGSLRLSCAASGFTFTDYTMDWVRYAPGKGLEWVADVNPNSGGSIYNQRFKGRFTLSVDRSKNTLYLQMNSLRAEDTAVYYCARNLGPSFYFDYWGRGTLVTVSS', 'DIQMTQSPSSLSASVGDRVTITCKASQDVSIGVAWYQRKPGDAPKLLIYSASYRYTGVPSRFSGSGSGTDFTLTISSLQPEDFATYYCQQYYIYPYTFGQGTKVEIK'].